Dataset: Forward reaction prediction with 1.9M reactions from USPTO patents (1976-2016). Task: Predict the product of the given reaction. Given the reactants [Cl:1][C:2]1[CH:3]=[C:4]([C:9]2[CH:21]=[CH:20][C:12]([C:13]([NH:15][S:16]([CH3:19])(=[O:18])=[O:17])=[O:14])=[CH:11][C:10]=2[O:22][CH3:23])[CH:5]=[N:6][C:7]=1F.C([O-])([O-])=O.[Cs+].[Cs+].[Cl:30][C:31]1[CH:36]=[CH:35][C:34]([CH2:37][OH:38])=[CH:33][CH:32]=1, predict the reaction product. The product is: [Cl:1][C:2]1[CH:3]=[C:4]([C:9]2[CH:21]=[CH:20][C:12]([C:13]([NH:15][S:16]([CH3:19])(=[O:18])=[O:17])=[O:14])=[CH:11][C:10]=2[O:22][CH3:23])[CH:5]=[N:6][C:7]=1[O:38][CH2:37][C:34]1[CH:35]=[CH:36][C:31]([Cl:30])=[CH:32][CH:33]=1.